Predict the reaction yield, written as a fraction of the theoretical maximum amount of product (1.0 means a 100% yield; for example, 0.34 means a 34% yield). From a dataset of Reaction yield outcomes from USPTO patents with 853,638 reactions. (1) The reactants are C1(OC2C=CC=CC=2)C=CC=CC=1.[C:14]([C:16]1[CH:21]=[CH:20][C:19]([NH:22][CH:23]=[C:24]([C:30]([O:32][CH2:33][CH3:34])=[O:31])[C:25]([O:27]CC)=O)=[CH:18][CH:17]=1)#[N:15]. The catalyst is CCCCCC. The product is [CH2:33]([O:32][C:30]([C:24]1[CH:23]=[N:22][C:19]2[C:18]([C:25]=1[OH:27])=[CH:17][C:16]([C:14]#[N:15])=[CH:21][CH:20]=2)=[O:31])[CH3:34]. The yield is 0.940. (2) The reactants are Br[C:2]([C:16]1[CH:21]=[CH:20][CH:19]=[CH:18][CH:17]=1)=[C:3]([C:10]1[CH:15]=[CH:14][CH:13]=[CH:12][CH:11]=1)[C:4]1[CH:9]=[CH:8][CH:7]=[CH:6][CH:5]=1.[Mg].C(OCCC(C)C)CC(C)C.[Br:34][C:35]1[CH:36]=[C:37]([CH:48]=[C:49]([Br:51])[CH:50]=1)[C:38]([C:40]1[CH:45]=[C:44]([Br:46])[CH:43]=[C:42]([Br:47])[CH:41]=1)=O. The catalyst is CCCCCC. The product is [C:16]1([C:2]2[C:38]([C:40]3[CH:45]=[C:44]([Br:46])[CH:43]=[C:42]([Br:47])[CH:41]=3)([C:37]3[CH:36]=[C:35]([Br:34])[CH:50]=[C:49]([Br:51])[CH:48]=3)[C:11]3[C:10]([C:3]=2[C:4]2[CH:9]=[CH:8][CH:7]=[CH:6][CH:5]=2)=[CH:15][CH:14]=[CH:13][CH:12]=3)[CH:17]=[CH:18][CH:19]=[CH:20][CH:21]=1. The yield is 0.790. (3) The reactants are [Cl:1][C:2]1[CH:3]=[C:4]([NH:16][C:17]2[C:26]3[C:21](=[CH:22][C:23]([O:39][CH2:40][CH3:41])=[C:24]([NH:27][C:28](=[O:38])[CH2:29]P(OCC)(OCC)=O)[CH:25]=3)[N:20]=[CH:19][C:18]=2[C:42]#[N:43])[CH:5]=[CH:6][C:7]=1[O:8][CH2:9][C:10]1[CH:15]=[CH:14][CH:13]=[CH:12][N:11]=1.C[Si]([N-][Si](C)(C)C)(C)C.[Li+].C1(C)C=CC=CC=1.[Si:61]([O:68][C@H:69]1[CH2:73][N:72]([CH3:74])[C@H:71]([CH:75]=O)[CH2:70]1)([C:64]([CH3:67])([CH3:66])[CH3:65])([CH3:63])[CH3:62]. The catalyst is O1CCCC1. The product is [Si:61]([O:68][C@H:69]1[CH2:73][N:72]([CH3:74])[C@H:71](/[CH:75]=[CH:29]/[C:28]([NH:27][C:24]2[CH:25]=[C:26]3[C:21](=[CH:22][C:23]=2[O:39][CH2:40][CH3:41])[N:20]=[CH:19][C:18]([C:42]#[N:43])=[C:17]3[NH:16][C:4]2[CH:5]=[CH:6][C:7]([O:8][CH2:9][C:10]3[CH:15]=[CH:14][CH:13]=[CH:12][N:11]=3)=[C:2]([Cl:1])[CH:3]=2)=[O:38])[CH2:70]1)([C:64]([CH3:67])([CH3:66])[CH3:65])([CH3:62])[CH3:63]. The yield is 0.612. (4) The reactants are [Cl:1][C:2]1[CH:12]=[CH:11][C:5]([O:6][CH2:7][C:8]([OH:10])=O)=[C:4]([NH:13][C:14]([NH2:16])=[O:15])[CH:3]=1.[F:17][C:18]1[CH:23]=[CH:22][C:21]([CH2:24][CH2:25][C@@H:26]2[O:31][CH2:30][CH:29]([CH3:32])[NH:28][CH2:27]2)=[CH:20][CH:19]=1.CCN=C=NCCCN(C)C.C1C=CC2N(O)N=NC=2C=1.CCN(C(C)C)C(C)C. The catalyst is ClCCl.O. The product is [Cl:1][C:2]1[CH:12]=[CH:11][C:5]([O:6][CH2:7][C:8]([N:28]2[CH:29]([CH3:32])[CH2:30][O:31][C@@H:26]([CH2:25][CH2:24][C:21]3[CH:22]=[CH:23][C:18]([F:17])=[CH:19][CH:20]=3)[CH2:27]2)=[O:10])=[C:4]([NH:13][C:14]([NH2:16])=[O:15])[CH:3]=1. The yield is 0.220. (5) The reactants are [N-:1]=[N+:2]=[N-:3].[Na+].[Cl-].[NH4+].[C:7]1([C:23]2[CH:28]=[CH:27][CH:26]=[CH:25][CH:24]=2)[CH:12]=[CH:11][C:10]([CH2:13][O:14][C:15]2[CH:16]=[C:17]([CH:20]=[CH:21][CH:22]=2)[C:18]#[N:19])=[CH:9][CH:8]=1.O. The catalyst is CN(C)C=O. The product is [C:7]1([C:23]2[CH:28]=[CH:27][CH:26]=[CH:25][CH:24]=2)[CH:12]=[CH:11][C:10]([CH2:13][O:14][C:15]2[CH:16]=[C:17]([C:18]3[NH:19][N:3]=[N:2][N:1]=3)[CH:20]=[CH:21][CH:22]=2)=[CH:9][CH:8]=1. The yield is 0.560. (6) The reactants are [F:1][C:2]1[CH:23]=[C:22]([N+:24]([O-])=O)[CH:21]=[CH:20][C:3]=1[O:4][C:5]1[N:10]=[CH:9][N:8]=[C:7]([NH:11][C:12]([N:14]2[CH2:19][CH2:18][O:17][CH2:16][CH2:15]2)=[O:13])[CH:6]=1.[Cl-].[NH4+].C(OCC)(=O)C.O1CCCC1. The catalyst is C(O)C.O.[Fe]. The product is [NH2:24][C:22]1[CH:21]=[CH:20][C:3]([O:4][C:5]2[N:10]=[CH:9][N:8]=[C:7]([NH:11][C:12]([N:14]3[CH2:15][CH2:16][O:17][CH2:18][CH2:19]3)=[O:13])[CH:6]=2)=[C:2]([F:1])[CH:23]=1. The yield is 0.852. (7) The reactants are [N+:1]([C:4]1[CH:9]=[CH:8][C:7]([N:10]2[CH2:15][CH2:14][NH:13][CH2:12][CH2:11]2)=[CH:6][CH:5]=1)([O-:3])=[O:2].C(=O)(OC1C=CC([N+]([O-])=O)=CC=1)O[CH2:18][CH2:19][Si:20]([CH3:23])([CH3:22])[CH3:21].[O:35]1CCC[CH2:36]1. No catalyst specified. The product is [CH3:23][Si:20]([CH3:21])([CH3:22])[CH2:19][CH2:18][C:36]([N:13]1[CH2:14][CH2:15][N:10]([C:7]2[CH:6]=[CH:5][C:4]([N+:1]([O-:3])=[O:2])=[CH:9][CH:8]=2)[CH2:11][CH2:12]1)=[O:35]. The yield is 0.710. (8) The reactants are [CH:1]1([N:7]2[C:12]([OH:13])=[C:11]([C:14]([NH:16][CH2:17][C:18]([O:20]CC)=[O:19])=[O:15])[C:10](=[O:23])[NH:9][C:8]2=[O:24])[CH2:6][CH2:5][CH2:4][CH2:3][CH2:2]1.C(=O)([O-])[O-].[K+].[K+].[F:31][C:32]1[CH:39]=[C:38]([F:40])[CH:37]=[C:36]([F:41])[C:33]=1[CH2:34]Br.Cl. The catalyst is CN(C)C=O. The product is [CH:1]1([N:7]2[C:12]([OH:13])=[C:11]([C:14]([NH:16][CH2:17][C:18]([OH:20])=[O:19])=[O:15])[C:10](=[O:23])[N:9]([CH2:34][C:33]3[C:32]([F:31])=[CH:39][C:38]([F:40])=[CH:37][C:36]=3[F:41])[C:8]2=[O:24])[CH2:2][CH2:3][CH2:4][CH2:5][CH2:6]1. The yield is 0.530. (9) The reactants are [Br:1][C:2]1[C:10]2[O:9][C:8]([CH:11]3[CH2:13][CH2:12]3)=[CH:7][C:6]=2[CH:5]=[C:4]([S:14]([CH3:17])(=[O:16])=[O:15])[CH:3]=1.[SiH](CC)(CC)CC.C(O)(C(F)(F)F)=O. The catalyst is [OH-].[Na+]. The product is [Br:1][C:2]1[C:10]2[O:9][CH:8]([CH:11]3[CH2:13][CH2:12]3)[CH2:7][C:6]=2[CH:5]=[C:4]([S:14]([CH3:17])(=[O:15])=[O:16])[CH:3]=1. The yield is 0.330. (10) The reactants are Br[C:2]1[N:3]=[CH:4][C:5]([NH2:8])=[N:6][CH:7]=1.[CH:9]([Sn](CCCC)(CCCC)CCCC)=[CH2:10].[Li+].[Cl-].CCN(C(C)C)C(C)C.[F-].[K+]. The catalyst is CN(C=O)C.C1C=CC([P]([Pd]([P](C2C=CC=CC=2)(C2C=CC=CC=2)C2C=CC=CC=2)([P](C2C=CC=CC=2)(C2C=CC=CC=2)C2C=CC=CC=2)[P](C2C=CC=CC=2)(C2C=CC=CC=2)C2C=CC=CC=2)(C2C=CC=CC=2)C2C=CC=CC=2)=CC=1. The product is [CH:9]([C:2]1[N:3]=[CH:4][C:5]([NH2:8])=[N:6][CH:7]=1)=[CH2:10]. The yield is 0.770.